This data is from Forward reaction prediction with 1.9M reactions from USPTO patents (1976-2016). The task is: Predict the product of the given reaction. (1) The product is: [CH3:34][S:35]([O:18][CH2:17][CH2:16][CH2:15][C@@:12]1([C:19]2[CH:20]=[CH:21][C:22]([F:25])=[CH:23][CH:24]=2)[O:11][C:10](=[O:26])[N:9]([C@H:7]([CH:1]2[CH2:2][CH2:3][CH2:4][CH2:5][CH2:6]2)[CH3:8])[CH2:14][CH2:13]1)(=[O:37])=[O:36]. Given the reactants [CH:1]1([C@@H:7]([N:9]2[CH2:14][CH2:13][C@@:12]([C:19]3[CH:24]=[CH:23][C:22]([F:25])=[CH:21][CH:20]=3)([CH2:15][CH2:16][CH2:17][OH:18])[O:11][C:10]2=[O:26])[CH3:8])[CH2:6][CH2:5][CH2:4][CH2:3][CH2:2]1.CCN(CC)CC.[CH3:34][S:35](Cl)(=[O:37])=[O:36], predict the reaction product. (2) Given the reactants Br[C:2]1[CH:3]=[C:4]2[C:12](=[CH:13][CH:14]=1)[C:7]1=[N:8][CH:9]=[CH:10][CH:11]=[C:6]1[C:5]2([CH3:16])[CH3:15].[C:17]1([C:26]2[CH:31]=[CH:30][CH:29]=[CH:28][CH:27]=2)[CH:22]=[CH:21][CH:20]=[CH:19][C:18]=1B(O)O.C([O-])([O-])=O.[Na+].[Na+].CCO, predict the reaction product. The product is: [C:17]1([C:26]2[CH:27]=[CH:28][CH:29]=[CH:30][CH:31]=2)[CH:22]=[CH:21][CH:20]=[CH:19][C:18]=1[C:2]1[CH:3]=[C:4]2[C:12](=[CH:13][CH:14]=1)[C:7]1=[N:8][CH:9]=[CH:10][CH:11]=[C:6]1[C:5]2([CH3:16])[CH3:15]. (3) Given the reactants [CH:1]1([O:6][C:7]2[CH:8]=[C:9]([C:15]3[CH2:19][C:18]4([CH2:23][CH2:22][O:21][CH2:20]4)[O:17][N:16]=3)[CH:10]=[CH:11][C:12]=2[O:13][CH3:14])[CH2:5][CH2:4][CH2:3][CH2:2]1.[C:24]([O-:27])(=[O:26])[CH3:25].[Na+], predict the reaction product. The product is: [C:24]([O:27][CH:19]1[C:18]2([CH2:23][CH2:22][O:21][CH2:20]2)[O:17][N:16]=[C:15]1[C:9]1[CH:10]=[CH:11][C:12]([O:13][CH3:14])=[C:7]([O:6][CH:1]2[CH2:5][CH2:4][CH2:3][CH2:2]2)[CH:8]=1)(=[O:26])[CH3:25]. (4) Given the reactants [CH2:1]([CH2:5][C:6](=O)[CH3:7])[C:2]([CH3:4])=O.[CH2:9]([O:11][C:12]1[CH:18]=[CH:17][C:15]([NH2:16])=[C:14]([N+:19]([O-:21])=[O:20])[CH:13]=1)[CH3:10].O, predict the reaction product. The product is: [CH3:7][C:6]1[N:16]([C:15]2[CH:17]=[CH:18][C:12]([O:11][CH2:9][CH3:10])=[CH:13][C:14]=2[N+:19]([O-:21])=[O:20])[C:2]([CH3:4])=[CH:1][CH:5]=1. (5) Given the reactants [N+]([C:4]1[CH:9]=[CH:8][C:7]([N:10]=[C:11]=[S:12])=[CH:6][CH:5]=1)([O-])=O.[NH:13]1[C:21]2C(=CC=CC=2)C(CN[C@@H](CCC2NC=C(C3C=CC=CC=3)N=2)C(OCC2C=CC=CC=2)=O)=[CH:14]1.C(N(CC)CC)C, predict the reaction product. The product is: [N:10]([CH2:7][CH2:8][CH2:9][CH2:4][CH2:5][CH2:6][N:13]([CH3:21])[CH3:14])=[C:11]=[S:12]. (6) Given the reactants [Na+].[Br-].[N+:3]([C:6]1[CH:16]=[CH:15][C:9]([O:10][CH2:11][CH2:12][CH2:13][OH:14])=[CH:8][CH:7]=1)([O-:5])=[O:4].[O-]Cl.[Na+].O, predict the reaction product. The product is: [N+:3]([C:6]1[CH:16]=[CH:15][C:9]([O:10][CH2:11][CH2:12][CH:13]=[O:14])=[CH:8][CH:7]=1)([O-:5])=[O:4].